This data is from Merck oncology drug combination screen with 23,052 pairs across 39 cell lines. The task is: Regression. Given two drug SMILES strings and cell line genomic features, predict the synergy score measuring deviation from expected non-interaction effect. (1) Drug 1: O=C(NOCC(O)CO)c1ccc(F)c(F)c1Nc1ccc(I)cc1F. Drug 2: CC(C)CC(NC(=O)C(Cc1ccccc1)NC(=O)c1cnccn1)B(O)O. Cell line: CAOV3. Synergy scores: synergy=-9.19. (2) Drug 1: COC12C(COC(N)=O)C3=C(C(=O)C(C)=C(N)C3=O)N1CC1NC12. Drug 2: O=C(NOCC(O)CO)c1ccc(F)c(F)c1Nc1ccc(I)cc1F. Cell line: ZR751. Synergy scores: synergy=28.0. (3) Drug 1: COC12C(COC(N)=O)C3=C(C(=O)C(C)=C(N)C3=O)N1CC1NC12. Drug 2: COC1=C2CC(C)CC(OC)C(O)C(C)C=C(C)C(OC(N)=O)C(OC)C=CC=C(C)C(=O)NC(=CC1=O)C2=O. Cell line: A427. Synergy scores: synergy=4.78. (4) Drug 1: O=P1(N(CCCl)CCCl)NCCCO1. Drug 2: NC(=O)c1cccc2cn(-c3ccc(C4CCCNC4)cc3)nc12. Cell line: RPMI7951. Synergy scores: synergy=-0.0938. (5) Drug 1: CC1CC2C3CCC4=CC(=O)C=CC4(C)C3(F)C(O)CC2(C)C1(O)C(=O)CO. Drug 2: C#Cc1cccc(Nc2ncnc3cc(OCCOC)c(OCCOC)cc23)c1. Cell line: DLD1. Synergy scores: synergy=6.36. (6) Drug 1: NC1(c2ccc(-c3nc4ccn5c(=O)[nH]nc5c4cc3-c3ccccc3)cc2)CCC1. Drug 2: CNC(=O)c1cc(Oc2ccc(NC(=O)Nc3ccc(Cl)c(C(F)(F)F)c3)cc2)ccn1. Cell line: ES2. Synergy scores: synergy=14.7. (7) Drug 1: C=CCn1c(=O)c2cnc(Nc3ccc(N4CCN(C)CC4)cc3)nc2n1-c1cccc(C(C)(C)O)n1. Drug 2: CNC(=O)c1cc(Oc2ccc(NC(=O)Nc3ccc(Cl)c(C(F)(F)F)c3)cc2)ccn1. Cell line: NCIH1650. Synergy scores: synergy=0.0638. (8) Drug 1: NC1(c2ccc(-c3nc4ccn5c(=O)[nH]nc5c4cc3-c3ccccc3)cc2)CCC1. Drug 2: Cn1cc(-c2cnn3c(N)c(Br)c(C4CCCNC4)nc23)cn1. Cell line: PA1. Synergy scores: synergy=24.0. (9) Drug 1: O=c1[nH]cc(F)c(=O)[nH]1. Drug 2: Cn1c(=O)n(-c2ccc(C(C)(C)C#N)cc2)c2c3cc(-c4cnc5ccccc5c4)ccc3ncc21. Cell line: A427. Synergy scores: synergy=8.84. (10) Drug 1: N.N.O=C(O)C1(C(=O)O)CCC1.[Pt]. Drug 2: C#Cc1cccc(Nc2ncnc3cc(OCCOC)c(OCCOC)cc23)c1. Cell line: NCIH23. Synergy scores: synergy=-11.6.